This data is from Forward reaction prediction with 1.9M reactions from USPTO patents (1976-2016). The task is: Predict the product of the given reaction. (1) Given the reactants [OH-].[Na+].C([O:5][C:6](=[O:18])[C:7]1[CH:12]=[C:11]([F:13])[CH:10]=[C:9]([F:14])[C:8]=1[O:15][CH2:16][CH3:17])C, predict the reaction product. The product is: [CH2:16]([O:15][C:8]1[C:9]([F:14])=[CH:10][C:11]([F:13])=[CH:12][C:7]=1[C:6]([OH:18])=[O:5])[CH3:17]. (2) Given the reactants [NH2:1][C:2]1[S:3][CH:4]=[C:5]2[C:10]=1[C:9](=[O:11])[N:8]([C:12]1[CH:17]=[CH:16][C:15](Cl)=[CH:14][CH:13]=1)[N:7]=[C:6]2[C:19]([O:21][CH2:22][CH3:23])=[O:20].[N+:24](C1C=CC(N2C(=O)C(C#N)=C(C)C(C(OCC)=O)=N2)=CC=1)([O-:26])=[O:25], predict the reaction product. The product is: [NH2:1][C:2]1[S:3][CH:4]=[C:5]2[C:10]=1[C:9](=[O:11])[N:8]([C:12]1[CH:17]=[CH:16][C:15]([N+:24]([O-:26])=[O:25])=[CH:14][CH:13]=1)[N:7]=[C:6]2[C:19]([O:21][CH2:22][CH3:23])=[O:20]. (3) Given the reactants [CH3:1][C:2]1[CH:11]=[CH:10][C:9]2[C:4](=[CH:5][CH:6]=[C:7]([OH:12])[CH:8]=2)[N:3]=1.[CH3:13][N:14]([C:18]1[CH:23]=[CH:22][CH:21]=[CH:20][CH:19]=1)[C:15](Cl)=[O:16].N12CCN(CC1)CC2, predict the reaction product. The product is: [CH3:1][C:2]1[CH:11]=[CH:10][C:9]2[C:4](=[CH:5][CH:6]=[C:7]([O:12][C:15](=[O:16])[N:14]([CH3:13])[C:18]3[CH:23]=[CH:22][CH:21]=[CH:20][CH:19]=3)[CH:8]=2)[N:3]=1. (4) Given the reactants [CH3:1][O:2][C:3]1[CH:4]=[C:5]([CH2:11][C:12]#[N:13])[CH:6]=[C:7]([O:9][CH3:10])[CH:8]=1.IC.[H-].[Na+].[CH3:18]CCCCC, predict the reaction product. The product is: [CH3:10][O:9][C:7]1[CH:6]=[C:5]([CH:11]([CH3:18])[C:12]#[N:13])[CH:4]=[C:3]([O:2][CH3:1])[CH:8]=1. (5) The product is: [F:18][C:10]1[CH:11]=[C:12]([NH2:15])[CH:13]=[CH:14][C:9]=1[NH:8][CH2:1][C:2]1[CH:3]=[CH:4][CH:5]=[CH:6][CH:7]=1. Given the reactants [CH2:1]([NH:8][C:9]1[CH:14]=[CH:13][C:12]([N+:15]([O-])=O)=[CH:11][C:10]=1[F:18])[C:2]1[CH:7]=[CH:6][CH:5]=[CH:4][CH:3]=1.Cl.C([O-])([O-])=O.[Na+].[Na+], predict the reaction product. (6) The product is: [Br:16][C:11]1[S:12][CH:2]=[C:3]([C:4]([O:6][CH2:7][CH3:8])=[O:5])[N:10]=1. Given the reactants Br[CH2:2][C:3](=O)[C:4]([O:6][CH2:7][CH3:8])=[O:5].[NH2:10][C:11](N)=[S:12].[OH-].[Na+].[Br-:16].[Na+].N([O-])=O.[Na+].[K+].[Br-], predict the reaction product.